From a dataset of Reaction yield outcomes from USPTO patents with 853,638 reactions. Predict the reaction yield, written as a fraction of the theoretical maximum amount of product (1.0 means a 100% yield; for example, 0.34 means a 34% yield). (1) The reactants are [Cl:1][C:2]1[C:7]([CH:8]([C:10]2[CH:15]=[C:14]([O:16][CH3:17])[C:13]([O:18][CH3:19])=[CH:12][C:11]=2[CH:20]([CH3:22])[CH3:21])O)=[CH:6][N:5]=[C:4]([S:23][CH3:24])[N:3]=1.C([SiH](CC)CC)C.FC(F)(F)C(O)=O. The catalyst is C(Cl)Cl. The product is [Cl:1][C:2]1[C:7]([CH2:8][C:10]2[CH:15]=[C:14]([O:16][CH3:17])[C:13]([O:18][CH3:19])=[CH:12][C:11]=2[CH:20]([CH3:21])[CH3:22])=[CH:6][N:5]=[C:4]([S:23][CH3:24])[N:3]=1. The yield is 0.910. (2) The reactants are [Cl:1][C:2]1[N:3]=[CH:4][NH:5][CH:6]=1.Cl[C:8]1[C:13]([O:14][CH3:15])=[CH:12][C:11]([N+:16]([O-:18])=[O:17])=[CH:10][N:9]=1.[OH-].[K+].O. The catalyst is CS(C)=O. The product is [Cl:1][C:2]1[N:3]=[CH:4][N:5]([C:8]2[C:13]([O:14][CH3:15])=[CH:12][C:11]([N+:16]([O-:18])=[O:17])=[CH:10][N:9]=2)[CH:6]=1. The yield is 0.770. (3) The reactants are [F:1][C:2]1[CH:3]=[C:4]([CH:7]=[C:8]([NH:10][CH2:11][C:12]2[CH:17]=[CH:16][C:15]([S:18]([CH3:21])(=[O:20])=[O:19])=[CH:14][CH:13]=2)[CH:9]=1)[C:5]#[N:6].[C:22](Cl)(=[O:29])[C:23]1[CH:28]=[CH:27][CH:26]=[CH:25][CH:24]=1. No catalyst specified. The product is [C:5]([C:4]1[CH:7]=[C:8]([N:10]([CH2:11][C:12]2[CH:13]=[CH:14][C:15]([S:18]([CH3:21])(=[O:20])=[O:19])=[CH:16][CH:17]=2)[C:22](=[O:29])[C:23]2[CH:28]=[CH:27][CH:26]=[CH:25][CH:24]=2)[CH:9]=[C:2]([F:1])[CH:3]=1)#[N:6]. The yield is 0.920. (4) The product is [Cl:1][C:2]1[C:3]2[N:4]([CH:10]=[N:9][N:8]=2)[CH:5]=[CH:6][N:7]=1. The reactants are [Cl:1][C:2]1[C:3]([NH:8][NH2:9])=[N:4][CH:5]=[CH:6][N:7]=1.[CH:10](OCC)(OCC)OCC.C1(C)C(C)=CC=CC=1. The yield is 0.620. The catalyst is C(OCC)C. (5) The reactants are [Br:1][C:2]1[CH:7]=[CH:6][C:5]([C:8]2[CH:13]=[CH:12][C:11]([OH:14])=[CH:10][CH:9]=2)=[CH:4][CH:3]=1.Br[CH2:16][CH2:17][CH2:18][CH2:19][CH2:20][CH2:21][CH2:22][CH3:23].C(=O)([O-])[O-].[K+].[K+]. The catalyst is CC(=O)CC. The product is [Br:1][C:2]1[CH:3]=[CH:4][C:5]([C:8]2[CH:13]=[CH:12][C:11]([O:14][CH2:16][CH2:17][CH2:18][CH2:19][CH2:20][CH2:21][CH2:22][CH3:23])=[CH:10][CH:9]=2)=[CH:6][CH:7]=1. The yield is 0.660. (6) The reactants are [CH3:1][P:2]1(=[O:14])[CH2:7][CH2:6][C:5](C(O)=O)([C:8]([OH:10])=[O:9])[CH2:4][CH2:3]1.C(=O)=O. The catalyst is O. The product is [CH3:1][P:2]1(=[O:14])[CH2:7][CH2:6][CH:5]([C:8]([OH:10])=[O:9])[CH2:4][CH2:3]1. The yield is 1.00. (7) The reactants are [CH3:1][O:2][CH2:3][CH2:4][CH2:5][NH:6][C:7]1[CH:14]=[CH:13][CH:12]=[C:11]([N+:15]([O-])=O)[C:8]=1[C:9]#[N:10].C1CCCCC=1. The catalyst is CCO.[Pd]. The product is [NH2:15][C:11]1[CH:12]=[CH:13][CH:14]=[C:7]([NH:6][CH2:5][CH2:4][CH2:3][O:2][CH3:1])[C:8]=1[C:9]#[N:10]. The yield is 0.840.